Task: Regression. Given a peptide amino acid sequence and an MHC pseudo amino acid sequence, predict their binding affinity value. This is MHC class I binding data.. Dataset: Peptide-MHC class I binding affinity with 185,985 pairs from IEDB/IMGT (1) The peptide sequence is FMKSRVYSI. The MHC is BoLA-HD6 with pseudo-sequence BoLA-HD6. The binding affinity (normalized) is 0.746. (2) The peptide sequence is ITSQSGQVL. The MHC is HLA-B58:01 with pseudo-sequence HLA-B58:01. The binding affinity (normalized) is 0.0847. (3) The peptide sequence is SGVERPGGYCL. The MHC is H-2-Db with pseudo-sequence H-2-Db. The binding affinity (normalized) is 0.00915. (4) The peptide sequence is NPKASTISW. The MHC is HLA-B51:01 with pseudo-sequence HLA-B51:01. The binding affinity (normalized) is 0.611. (5) The peptide sequence is RRKAKIIKDY. The MHC is Mamu-B03 with pseudo-sequence Mamu-B03. The binding affinity (normalized) is 0.421.